This data is from Reaction yield outcomes from USPTO patents with 853,638 reactions. The task is: Predict the reaction yield, written as a fraction of the theoretical maximum amount of product (1.0 means a 100% yield; for example, 0.34 means a 34% yield). (1) The reactants are [F:1][C:2]([F:18])([F:17])[CH:3]([C:5]1[CH:10]=[CH:9][CH:8]=[CH:7][C:6]=1[C:11]1[CH:15]=[C:14]([CH3:16])[S:13][CH:12]=1)[OH:4].[NH2:19][C:20]1[N:25]=[C:24](Cl)[CH:23]=[C:22]([Cl:27])[N:21]=1.C(=O)([O-])[O-].[Cs+].[Cs+].O1CCOCC1. The catalyst is C(OCC)(=O)C. The product is [Cl:27][C:22]1[CH:23]=[C:24]([O:4][CH:3]([C:5]2[CH:10]=[CH:9][CH:8]=[CH:7][C:6]=2[C:11]2[CH:15]=[C:14]([CH3:16])[S:13][CH:12]=2)[C:2]([F:1])([F:17])[F:18])[N:25]=[C:20]([NH2:19])[N:21]=1. The yield is 0.680. (2) The reactants are [CH3:1][C:2]1[CH:7]=[CH:6][N:5]=[C:4]([NH:8][C:9](=[O:14])[C:10]([CH3:13])([CH3:12])[CH3:11])[CH:3]=1.[OH:15]O. The catalyst is CC(O)=O. The product is [CH3:1][C:2]1[CH:7]=[CH:6][N+:5]([O-:15])=[C:4]([NH:8][C:9](=[O:14])[C:10]([CH3:11])([CH3:13])[CH3:12])[CH:3]=1. The yield is 0.770. (3) The reactants are C[O:2][C:3]1[CH:8]=[C:7]([N:9]2[CH:13]=[CH:12][CH:11]=[N:10]2)[CH:6]=[CH:5][C:4]=1[C:14]1[N:19]=[N:18][C:17]([C:20]2[CH2:25][CH2:24][N:23](C(OC(C)(C)C)=O)[CH2:22][CH:21]=2)=[CH:16][CH:15]=1.B(Br)(Br)Br. The catalyst is C(Cl)Cl. The product is [N:9]1([C:7]2[CH:6]=[CH:5][C:4]([C:14]3[N:19]=[N:18][C:17]([C:20]4[CH2:25][CH2:24][NH:23][CH2:22][CH:21]=4)=[CH:16][CH:15]=3)=[C:3]([OH:2])[CH:8]=2)[CH:13]=[CH:12][CH:11]=[N:10]1. The yield is 0.250. (4) The reactants are Br[C:2]1[C:11]2[O:10][CH2:9][CH2:8][N:7]([C:12]([O:14][C:15]([CH3:18])([CH3:17])[CH3:16])=[O:13])[CH2:6][C:5]=2[S:4][CH:3]=1.[CH:19]1(B(O)O)[CH2:21][CH2:20]1.CC(C)([O-])C.[K+].C1(P(C2CCCCC2)C2CCCCC2)CCCCC1. The catalyst is C([O-])(=O)C.[Pd+2].C([O-])(=O)C.O.C1(C)C=CC=CC=1. The product is [CH:19]1([C:2]2[C:11]3[O:10][CH2:9][CH2:8][N:7]([C:12]([O:14][C:15]([CH3:18])([CH3:17])[CH3:16])=[O:13])[CH2:6][C:5]=3[S:4][CH:3]=2)[CH2:21][CH2:20]1. The yield is 0.751.